The task is: Predict the reaction yield, written as a fraction of the theoretical maximum amount of product (1.0 means a 100% yield; for example, 0.34 means a 34% yield).. This data is from Reaction yield outcomes from USPTO patents with 853,638 reactions. (1) The reactants are [CH3:1][C:2]1[S:3][C:4]2[C:13]3[C:12](=[CH:14][CH2:15][NH:16][C:17](=[O:19])[CH3:18])[CH2:11][CH2:10][C:9]=3[CH:8]=[CH:7][C:5]=2[N:6]=1. The catalyst is CO.[C].[Pd]. The product is [CH3:1][C:2]1[S:3][C:4]2[C:13]3[CH:12]([CH2:14][CH2:15][NH:16][C:17](=[O:19])[CH3:18])[CH2:11][CH2:10][C:9]=3[CH:8]=[CH:7][C:5]=2[N:6]=1. The yield is 0.810. (2) The reactants are C([Li])CCC.Br[C:7]1[C:16]2[C:11](=[CH:12][CH:13]=[CH:14][CH:15]=2)[CH:10]=[N:9][CH:8]=1.CN(C)[CH:19]=[O:20]. The catalyst is O1CCCC1. The yield is 0.330. The product is [CH:10]1[C:11]2[C:16](=[CH:15][CH:14]=[CH:13][CH:12]=2)[C:7]([CH:19]=[O:20])=[CH:8][N:9]=1. (3) The reactants are [CH3:1][N:2]1[CH2:7][CH2:6][C:5]([CH2:19][NH2:20])([C:8]2[S:9][CH:10]=[C:11]([C:13]3[CH:18]=[CH:17][CH:16]=[CH:15][CH:14]=3)[N:12]=2)[CH2:4][CH2:3]1.[F:21][C:22]([F:38])([F:37])[C:23]1[O:27][N:26]=[C:25]([C:28]2[CH:29]=[C:30]([CH:34]=[CH:35][CH:36]=2)[C:31](O)=[O:32])[N:24]=1. No catalyst specified. The product is [CH3:1][N:2]1[CH2:3][CH2:4][C:5]([CH2:19][NH:20][C:31](=[O:32])[C:30]2[CH:34]=[CH:35][CH:36]=[C:28]([C:25]3[N:24]=[C:23]([C:22]([F:38])([F:37])[F:21])[O:27][N:26]=3)[CH:29]=2)([C:8]2[S:9][CH:10]=[C:11]([C:13]3[CH:18]=[CH:17][CH:16]=[CH:15][CH:14]=3)[N:12]=2)[CH2:6][CH2:7]1. The yield is 0.230.